This data is from Forward reaction prediction with 1.9M reactions from USPTO patents (1976-2016). The task is: Predict the product of the given reaction. (1) Given the reactants [C:1]([C:3]1[CH:8]=[CH:7][C:6](Br)=[CH:5][C:4]=1[F:10])#[N:2].[NH:11]1[C:19]2[C:14](=[CH:15][CH:16]=[CH:17][CH:18]=2)[C:13]2([CH:23](B(O)O)[CH2:22][CH2:21][CH2:20]2)[C:12]1=[O:27].C(=O)([O-])[O-].[Na+].[Na+].[OH-].[Na+], predict the reaction product. The product is: [C:1]([C:3]1[CH:8]=[CH:7][C:6]([C:16]2[CH:15]=[C:14]3[C:19](=[CH:18][CH:17]=2)[NH:11][C:12](=[O:27])[C:13]23[CH2:23][CH2:22][CH2:21][CH2:20]2)=[CH:5][C:4]=1[F:10])#[N:2]. (2) Given the reactants [CH2:1]([OH:5])[CH2:2][CH2:3][CH3:4].N1C=C(C)C=C(C)C=1.[CH3:14][P:15](Cl)(Cl)=[O:16].C[C@H]1[C@@]2(O)O[C@H](C[C@H](OC)C(C)=CC=CC=C[C@@H](C)C[C@@H](C)C([C@H](OC)[C@H](O)C(C)=C[C@@H](C)C(C[C@@H]([C@@H](C[C@H]3C[C@@H](OC)[C@H](O)CC3)C)OC([C@H]3N(C(C2=O)=O)CCCC3)=O)=O)=[O:36])CC1.C([O-])(O)=O.[Na+], predict the reaction product. The product is: [CH2:1]([O:5][P:15]([CH3:14])(=[O:16])[OH:36])[CH2:2][CH2:3][CH3:4].